Dataset: Catalyst prediction with 721,799 reactions and 888 catalyst types from USPTO. Task: Predict which catalyst facilitates the given reaction. (1) Reactant: Cl[C:2]1[CH:7]=[N:6][C:5]([C:8]([F:11])([F:10])[F:9])=[CH:4][N:3]=1.Cl.[NH2:13][C:14]1([CH3:33])[CH2:18][CH2:17][CH2:16][CH:15]1[NH:19][C:20](=[O:32])[O:21][C@@H:22]1[CH2:27][C@H:26]([CH3:28])[CH2:25][CH2:24][C@H:23]1[CH:29]([CH3:31])[CH3:30].CCN(C(C)C)C(C)C.C(=O)(O)[O-].[Na+]. Product: [CH3:33][C@:14]1([NH:13][C:2]2[CH:7]=[N:6][C:5]([C:8]([F:11])([F:10])[F:9])=[CH:4][N:3]=2)[CH2:18][CH2:17][CH2:16][C@@H:15]1[NH:19][C:20](=[O:32])[O:21][C@@H:22]1[CH2:27][C@H:26]([CH3:28])[CH2:25][CH2:24][C@H:23]1[CH:29]([CH3:30])[CH3:31]. The catalyst class is: 148. (2) Reactant: [OH:1][CH2:2][CH:3]1[CH2:13][CH2:12][C:6]2([O:10][C:9](=[O:11])[NH:8][CH2:7]2)[CH2:5][CH2:4]1.[H-].[Na+].[Cl:16][C:17]1[CH:18]=[C:19]([S:24]([NH2:27])(=[O:26])=[O:25])[CH:20]=[N:21][C:22]=1Cl. Product: [Cl:16][C:17]1[CH:18]=[C:19]([S:24]([NH2:27])(=[O:26])=[O:25])[CH:20]=[N:21][C:22]=1[O:1][CH2:2][CH:3]1[CH2:13][CH2:12][C:6]2([O:10][C:9](=[O:11])[NH:8][CH2:7]2)[CH2:5][CH2:4]1. The catalyst class is: 213. (3) Reactant: [C:1]([O:8][CH3:9])(=[O:7])[CH2:2][C:3]([O:5][CH3:6])=[O:4].[H-].[Na+].[C:12]([O:16][CH2:17][CH3:18])(=[O:15])[CH:13]=[CH2:14]. Product: [CH:2]([C:1]([O:8][CH3:9])=[O:7])([C:3]([O:5][CH3:6])=[O:4])[CH2:14][CH2:13][C:12]([O:16][CH2:17][CH3:18])=[O:15]. The catalyst class is: 1. (4) Reactant: [Si:1]([O:8][CH2:9][CH2:10][O:11][C:12]1[CH:13]=[CH:14][C:15]([CH:28]=O)=[N:16][C:17]=1[C:18]1[CH:23]=[CH:22][C:21]([S:24]([CH3:27])(=[O:26])=[O:25])=[CH:20][CH:19]=1)([C:4]([CH3:7])([CH3:6])[CH3:5])([CH3:3])[CH3:2].[NH2:30][C:31]1[CH:39]=[CH:38][CH:37]=[C:36]([O:40][CH3:41])[C:32]=1[C:33]([NH2:35])=[O:34].OS([O-])=O.[Na+].O.C1(C)C=CC(S(O)(=O)=O)=CC=1. Product: [Si:1]([O:8][CH2:9][CH2:10][O:11][C:12]1[CH:13]=[CH:14][C:15]([C:28]2[NH:35][C:33](=[O:34])[C:32]3[C:31](=[CH:39][CH:38]=[CH:37][C:36]=3[O:40][CH3:41])[N:30]=2)=[N:16][C:17]=1[C:18]1[CH:19]=[CH:20][C:21]([S:24]([CH3:27])(=[O:25])=[O:26])=[CH:22][CH:23]=1)([C:4]([CH3:7])([CH3:6])[CH3:5])([CH3:3])[CH3:2]. The catalyst class is: 80. (5) Reactant: [Br:1][C:2]1[C:3]([N:27]2[CH2:32][CH2:31][CH2:30][C@@H:29]([NH:33]C(OC(C)(C)C)=O)[CH2:28]2)=[C:4]2[C:10]([NH:11][C:12]([CH:14]3[O:19][CH2:18][CH2:17][N:16](C(OC(C)(C)C)=O)[CH2:15]3)=[O:13])=[CH:9][NH:8][C:5]2=[N:6][CH:7]=1.C(O)(C(F)(F)F)=O.[ClH:48]. Product: [ClH:48].[NH2:33][C@@H:29]1[CH2:30][CH2:31][CH2:32][N:27]([C:3]2[C:2]([Br:1])=[CH:7][N:6]=[C:5]3[NH:8][CH:9]=[C:10]([NH:11][C:12]([CH:14]4[O:19][CH2:18][CH2:17][NH:16][CH2:15]4)=[O:13])[C:4]=23)[CH2:28]1. The catalyst class is: 158. (6) Reactant: [Cl:1][C:2]1[C:3]([O:12][CH:13]([CH3:15])[CH3:14])=[N:4][CH:5]=[C:6]([CH:11]=1)[C:7]([O:9]C)=[O:8].O.[OH-].[Na+].CCCCC. Product: [Cl:1][C:2]1[C:3]([O:12][CH:13]([CH3:15])[CH3:14])=[N:4][CH:5]=[C:6]([CH:11]=1)[C:7]([OH:9])=[O:8]. The catalyst class is: 191. (7) Reactant: [Cl:1][C:2]1[C:3]([N:9]2[C:18](=[O:19])[C:17]3[C:12](=[CH:13][C:14]([C:20]([O:22]C)=[O:21])=[CH:15][CH:16]=3)[NH:11][C:10]2=[S:24])=[N:4][CH:5]=[C:6]([Cl:8])[CH:7]=1.[OH-].[Na+]. Product: [Cl:1][C:2]1[C:3]([N:9]2[C:18](=[O:19])[C:17]3[C:12](=[CH:13][C:14]([C:20]([OH:22])=[O:21])=[CH:15][CH:16]=3)[NH:11][C:10]2=[S:24])=[N:4][CH:5]=[C:6]([Cl:8])[CH:7]=1. The catalyst class is: 5. (8) Reactant: [NH2:1][CH2:2][CH2:3][CH2:4][CH2:5][CH2:6][N:7]1[CH:11]=[C:10]([C:12]2[CH:13]=[C:14]([CH:32]=[CH:33][CH:34]=2)[C:15]([NH:17][C:18]2[C:19]([C:29]([O-])=[O:30])=[N:20][N:21]([CH:23]3[CH2:28][CH2:27][O:26][CH2:25][CH2:24]3)[CH:22]=2)=[O:16])[CH:9]=[N:8]1.[Li+].F[P-](F)(F)(F)(F)F.N1(O[P+](N(C)C)(N(C)C)N(C)C)C2C=CC=CC=2N=N1.C(N(C(C)C)C(C)C)C. Product: [O:26]1[CH2:27][CH2:28][CH:23]([N:21]2[CH:22]=[C:18]3[C:19]([C:29](=[O:30])[NH:1][CH2:2][CH2:3][CH2:4][CH2:5][CH2:6][N:7]4[CH:11]=[C:10]([C:12]5[CH:13]=[C:14]([C:15](=[O:16])[NH:17]3)[CH:32]=[CH:33][CH:34]=5)[CH:9]=[N:8]4)=[N:20]2)[CH2:24][CH2:25]1. The catalyst class is: 3.